Dataset: Reaction yield outcomes from USPTO patents with 853,638 reactions. Task: Predict the reaction yield, written as a fraction of the theoretical maximum amount of product (1.0 means a 100% yield; for example, 0.34 means a 34% yield). (1) The reactants are [CH3:1][N:2]1[C:10]2[C:5](=[CH:6][CH:7]=[CH:8][CH:9]=2)[C:4]([CH3:11])=[C:3]1[CH:12]=O.CN.CO.CC(O)=O.[C:22]([BH3-])#[N:23].[Na+]. No catalyst specified. The product is [CH3:1][N:2]1[C:10]2[C:5](=[CH:6][CH:7]=[CH:8][CH:9]=2)[C:4]([CH3:11])=[C:3]1[CH2:12][NH:23][CH3:22]. The yield is 0.520. (2) The reactants are [C:12]([O:11][C:9](O[C:9]([O:11][C:12]([CH3:15])([CH3:14])[CH3:13])=[O:10])=[O:10])([CH3:15])([CH3:14])[CH3:13].[CH2:16]([NH2:19])[C:17]#[CH:18]. The catalyst is C1COCC1. The product is [C:9]([NH:19][CH2:16][C:17]#[CH:18])([O:11][C:12]([CH3:13])([CH3:14])[CH3:15])=[O:10]. The yield is 0.750.